From a dataset of NCI-60 drug combinations with 297,098 pairs across 59 cell lines. Regression. Given two drug SMILES strings and cell line genomic features, predict the synergy score measuring deviation from expected non-interaction effect. (1) Cell line: MDA-MB-435. Synergy scores: CSS=-1.23, Synergy_ZIP=2.97, Synergy_Bliss=5.02, Synergy_Loewe=-82.6, Synergy_HSA=-0.995. Drug 2: CC1C(C(CC(O1)OC2CC(OC(C2O)C)OC3=CC4=CC5=C(C(=O)C(C(C5)C(C(=O)C(C(C)O)O)OC)OC6CC(C(C(O6)C)O)OC7CC(C(C(O7)C)O)OC8CC(C(C(O8)C)O)(C)O)C(=C4C(=C3C)O)O)O)O. Drug 1: C1=CC(=CC=C1CC(C(=O)O)N)N(CCCl)CCCl.Cl. (2) Drug 1: CC1C(C(CC(O1)OC2CC(CC3=C2C(=C4C(=C3O)C(=O)C5=CC=CC=C5C4=O)O)(C(=O)C)O)N)O. Drug 2: CC1C(C(CC(O1)OC2CC(CC3=C2C(=C4C(=C3O)C(=O)C5=C(C4=O)C(=CC=C5)OC)O)(C(=O)CO)O)N)O.Cl. Cell line: KM12. Synergy scores: CSS=47.1, Synergy_ZIP=-3.38, Synergy_Bliss=-0.160, Synergy_Loewe=2.78, Synergy_HSA=4.45. (3) Drug 1: C1=CC(=C2C(=C1NCCNCCO)C(=O)C3=C(C=CC(=C3C2=O)O)O)NCCNCCO. Drug 2: C1CC(C1)(C(=O)O)C(=O)O.[NH2-].[NH2-].[Pt+2]. Cell line: NCI-H522. Synergy scores: CSS=59.7, Synergy_ZIP=-1.75, Synergy_Bliss=0.593, Synergy_Loewe=2.18, Synergy_HSA=5.43. (4) Drug 1: CC=C1C(=O)NC(C(=O)OC2CC(=O)NC(C(=O)NC(CSSCCC=C2)C(=O)N1)C(C)C)C(C)C. Drug 2: CC1C(C(CC(O1)OC2CC(CC3=C2C(=C4C(=C3O)C(=O)C5=C(C4=O)C(=CC=C5)OC)O)(C(=O)CO)O)N)O.Cl. Cell line: SF-539. Synergy scores: CSS=65.3, Synergy_ZIP=-5.19, Synergy_Bliss=-9.33, Synergy_Loewe=-14.2, Synergy_HSA=-4.65. (5) Drug 1: CC1C(C(=O)NC(C(=O)N2CCCC2C(=O)N(CC(=O)N(C(C(=O)O1)C(C)C)C)C)C(C)C)NC(=O)C3=C4C(=C(C=C3)C)OC5=C(C(=O)C(=C(C5=N4)C(=O)NC6C(OC(=O)C(N(C(=O)CN(C(=O)C7CCCN7C(=O)C(NC6=O)C(C)C)C)C)C(C)C)C)N)C. Drug 2: CNC(=O)C1=NC=CC(=C1)OC2=CC=C(C=C2)NC(=O)NC3=CC(=C(C=C3)Cl)C(F)(F)F. Cell line: MCF7. Synergy scores: CSS=-8.56, Synergy_ZIP=-1.98, Synergy_Bliss=-10.7, Synergy_Loewe=-26.9, Synergy_HSA=-14.2. (6) Drug 1: C1=CC(=CC=C1CCCC(=O)O)N(CCCl)CCCl. Drug 2: B(C(CC(C)C)NC(=O)C(CC1=CC=CC=C1)NC(=O)C2=NC=CN=C2)(O)O. Cell line: A549. Synergy scores: CSS=22.6, Synergy_ZIP=2.92, Synergy_Bliss=5.90, Synergy_Loewe=7.74, Synergy_HSA=7.75.